From a dataset of Peptide-MHC class II binding affinity with 134,281 pairs from IEDB. Regression. Given a peptide amino acid sequence and an MHC pseudo amino acid sequence, predict their binding affinity value. This is MHC class II binding data. (1) The peptide sequence is SQDLELPWNLNGLQAY. The MHC is HLA-DQA10301-DQB10302 with pseudo-sequence HLA-DQA10301-DQB10302. The binding affinity (normalized) is 0.447. (2) The peptide sequence is EEDIEIIPIQEEEY. The MHC is DRB1_0802 with pseudo-sequence DRB1_0802. The binding affinity (normalized) is 0.339. (3) The MHC is HLA-DQA10501-DQB10402 with pseudo-sequence HLA-DQA10501-DQB10402. The peptide sequence is QWKTANEAVQDPKFW. The binding affinity (normalized) is 0.276. (4) The peptide sequence is KRVVASLMRGLSSRK. The MHC is HLA-DQA10201-DQB10402 with pseudo-sequence HLA-DQA10201-DQB10402. The binding affinity (normalized) is 0.452. (5) The peptide sequence is KNPLKFDNTYFTELL. The MHC is HLA-DPA10201-DPB10101 with pseudo-sequence HLA-DPA10201-DPB10101. The binding affinity (normalized) is 0.653. (6) The peptide sequence is EDLVRAYHAMSSTHE. The MHC is HLA-DQA10102-DQB10502 with pseudo-sequence HLA-DQA10102-DQB10502. The binding affinity (normalized) is 0.469. (7) The peptide sequence is FESYKMDSRIARALR. The MHC is DRB1_1501 with pseudo-sequence DRB1_1501. The binding affinity (normalized) is 0.444. (8) The peptide sequence is SSYAATEVANAAAGQ. The MHC is DRB1_0404 with pseudo-sequence DRB1_0404. The binding affinity (normalized) is 0.291.